Dataset: Peptide-MHC class I binding affinity with 185,985 pairs from IEDB/IMGT. Task: Regression. Given a peptide amino acid sequence and an MHC pseudo amino acid sequence, predict their binding affinity value. This is MHC class I binding data. The peptide sequence is HPRVSSEVHI. The MHC is HLA-B08:01 with pseudo-sequence HLA-B08:01. The binding affinity (normalized) is 0.417.